Dataset: Forward reaction prediction with 1.9M reactions from USPTO patents (1976-2016). Task: Predict the product of the given reaction. (1) Given the reactants Cl.[NH2:2][C@@H:3]1[CH2:8][CH2:7][C@H:6]([NH:9][C:10]([C:12]2[C:16]3[N:17]=[CH:18][N:19]=[C:20]([C:21]4[CH:26]=[C:25]([CH3:27])[CH:24]=[CH:23][C:22]=4[O:28][CH2:29][CH:30]4[CH2:32][CH2:31]4)[C:15]=3[NH:14][C:13]=2[CH3:33])=[O:11])[CH2:5][CH2:4]1.C([O:37][C@@H:38]([CH3:42])[C:39](Cl)=[O:40])(=O)C, predict the reaction product. The product is: [CH:30]1([CH2:29][O:28][C:22]2[CH:23]=[CH:24][C:25]([CH3:27])=[CH:26][C:21]=2[C:20]2[C:15]3[NH:14][C:13]([CH3:33])=[C:12]([C:10]([NH:9][C@H:6]4[CH2:7][CH2:8][C@@H:3]([NH:2][C:39](=[O:40])[C@@H:38]([OH:37])[CH3:42])[CH2:4][CH2:5]4)=[O:11])[C:16]=3[N:17]=[CH:18][N:19]=2)[CH2:31][CH2:32]1. (2) Given the reactants [O:1]1[CH2:5][CH2:4][O:3][CH:2]1[C:6]1[CH:11]=[CH:10][C:9]([C:12]2[C:21]([C:22]3[CH:27]=[CH:26][CH:25]=[CH:24][CH:23]=3)=[CH:20][C:19]3[C:14](=[CH:15][CH:16]=[N:17][C:18]=3[NH:28][NH2:29])[N:13]=2)=[CH:8][CH:7]=1.O.[C:31]1(C)C(S(O)(=O)=O)=CC=CC=1.C1(C)C=CC=CC=1.C(OC)(OC)OC, predict the reaction product. The product is: [O:3]1[CH2:4][CH2:5][O:1][CH:2]1[C:6]1[CH:11]=[CH:10][C:9]([C:12]2[C:21]([C:22]3[CH:27]=[CH:26][CH:25]=[CH:24][CH:23]=3)=[CH:20][C:19]3[C:18]4=[N:28][N:29]=[CH:31][N:17]4[CH:16]=[CH:15][C:14]=3[N:13]=2)=[CH:8][CH:7]=1.